This data is from Reaction yield outcomes from USPTO patents with 853,638 reactions. The task is: Predict the reaction yield, written as a fraction of the theoretical maximum amount of product (1.0 means a 100% yield; for example, 0.34 means a 34% yield). (1) The reactants are [Li+].C[Si]([N-][Si](C)(C)C)(C)C.[C:11]1([C:17](=[N:24][CH2:25][CH:26]([C:31]2[CH:36]=[CH:35][CH:34]=[CH:33][CH:32]=2)[C:27]([O:29][CH3:30])=[O:28])[C:18]2[CH:23]=[CH:22][CH:21]=[CH:20][CH:19]=2)[CH:16]=[CH:15][CH:14]=[CH:13][CH:12]=1.[CH3:37]I. The catalyst is C1COCC1. The product is [C:11]1([C:17](=[N:24][CH2:25][C:26]([CH3:37])([C:31]2[CH:36]=[CH:35][CH:34]=[CH:33][CH:32]=2)[C:27]([O:29][CH3:30])=[O:28])[C:18]2[CH:23]=[CH:22][CH:21]=[CH:20][CH:19]=2)[CH:12]=[CH:13][CH:14]=[CH:15][CH:16]=1. The yield is 0.150. (2) The product is [O:13]=[C:12]1[CH2:11][S:8][C:7](=[S:9])[N:1]1[CH2:2][CH2:3][C:4]([OH:6])=[O:5]. The yield is 0.450. The reactants are [NH2:1][CH2:2][CH2:3][C:4]([OH:6])=[O:5].[C:7](=[S:9])=[S:8].Br[CH2:11][C:12](O)=[O:13].OS(O)(=O)=O. The catalyst is [OH-].[K+]. (3) The reactants are [Cl:1][C:2]1[CH:3]=[C:4]([CH:8]2[C:12]([C:15]3[CH:20]=[CH:19][C:18]([Cl:21])=[CH:17][CH:16]=3)([C:13]#[N:14])[CH:11]([CH2:22][C:23]([CH3:26])([CH3:25])[CH3:24])[NH:10][CH:9]2[C:27](O)=[O:28])[CH:5]=[CH:6][CH:7]=1.[CH3:30][C:31]1([CH3:43])[O:35][CH:34]([CH2:36][N:37]2[CH:41]=[CH:40][C:39]([NH2:42])=[N:38]2)[CH2:33][O:32]1.CN(C(ON1N=NC2C=CC=NC1=2)=[N+](C)C)C.F[P-](F)(F)(F)(F)F.CCN(C(C)C)C(C)C. The catalyst is C(Cl)Cl. The product is [CH3:30][C:31]1([CH3:43])[O:35][C@H:34]([CH2:36][N:37]2[CH:41]=[CH:40][C:39]([NH:42][C:27]([CH:9]3[CH:8]([C:4]4[CH:5]=[CH:6][CH:7]=[C:2]([Cl:1])[CH:3]=4)[C:12]([C:15]4[CH:16]=[CH:17][C:18]([Cl:21])=[CH:19][CH:20]=4)([C:13]#[N:14])[CH:11]([CH2:22][C:23]([CH3:26])([CH3:25])[CH3:24])[NH:10]3)=[O:28])=[N:38]2)[CH2:33][O:32]1. The yield is 0.747. (4) The reactants are [N+:1]([C:4]1[CH:8]=[N:7][NH:6][C:5]=1[NH2:9])([O-:3])=[O:2].CN(C)[CH:12]=[CH:13][C:14]([C:16]1[CH:17]=[C:18]([N:22]([CH2:29][CH3:30])[S:23]([CH:26]([CH3:28])[CH3:27])(=[O:25])=[O:24])[CH:19]=[CH:20][CH:21]=1)=O.C(OCC)(=O)C. The catalyst is C(O)(=O)C. The product is [N+:1]([C:4]1[CH:8]=[N:7][N:6]2[C:14]([C:16]3[CH:17]=[C:18]([N:22]([CH2:29][CH3:30])[S:23]([CH:26]([CH3:27])[CH3:28])(=[O:25])=[O:24])[CH:19]=[CH:20][CH:21]=3)=[CH:13][CH:12]=[N:9][C:5]=12)([O-:3])=[O:2]. The yield is 0.470. (5) The reactants are [Cl:1][C:2]1[C:7]([C:8]([F:11])([F:10])[F:9])=[CH:6][CH:5]=[C:4](Cl)[N:3]=1.C(N(CC)C(C)C)(C)C.[C:22]([N:25]1[CH2:30][CH2:29][NH:28][CH2:27][CH2:26]1)(=[O:24])[CH3:23]. The catalyst is ClCCl. The product is [C:22]([N:25]1[CH2:30][CH2:29][N:28]([C:4]2[CH:5]=[CH:6][C:7]([C:8]([F:11])([F:10])[F:9])=[C:2]([Cl:1])[N:3]=2)[CH2:27][CH2:26]1)(=[O:24])[CH3:23]. The yield is 0.130. (6) The reactants are O[CH:2]([C:5]1[C:13]2[O:12][CH2:11][C@H:10]([C:14]3[CH:19]=[CH:18][C:17]([CH:20]([CH3:22])[CH3:21])=[CH:16][CH:15]=3)[C:9]=2[C:8]([CH3:23])=[C:7]([NH:24][C:25](=[O:31])[CH2:26][C:27]([CH3:30])([CH3:29])[CH3:28])[C:6]=1[CH3:32])[CH2:3][CH3:4]. The catalyst is [Pd].C(O)(=O)C. The product is [CH:20]([C:17]1[CH:18]=[CH:19][C:14]([C@@H:10]2[C:9]3[C:8]([CH3:23])=[C:7]([NH:24][C:25](=[O:31])[CH2:26][C:27]([CH3:28])([CH3:30])[CH3:29])[C:6]([CH3:32])=[C:5]([CH2:2][CH2:3][CH3:4])[C:13]=3[O:12][CH2:11]2)=[CH:15][CH:16]=1)([CH3:21])[CH3:22]. The yield is 0.710. (7) The product is [C:1]1([S:7]([C:10]2[CH:18]=[CH:17][C:16]3[NH:15][C:14]4[CH2:27][CH:28]5[NH:32][CH:31]([C:13]=4[C:12]=3[C:11]=2[C:33]([O:35][C:36]([CH3:39])([CH3:38])[CH3:37])=[O:34])[CH2:30][CH2:29]5)(=[O:9])=[O:8])[CH:2]=[CH:3][CH:4]=[CH:5][CH:6]=1. The reactants are [C:1]1([S:7]([C:10]2[CH:18]=[CH:17][C:16]3[N:15](COCC[Si](C)(C)C)[C:14]4[CH2:27][CH:28]5[NH:32][CH:31]([C:13]=4[C:12]=3[C:11]=2[C:33]([O:35][C:36]([CH3:39])([CH3:38])[CH3:37])=[O:34])[CH2:30][CH2:29]5)(=[O:9])=[O:8])[CH:6]=[CH:5][CH:4]=[CH:3][CH:2]=1.CCCC[N+](CCCC)(CCCC)CCCC.[F-]. The catalyst is C1COCC1. The yield is 0.930. (8) The reactants are [C:1]1([NH:7][NH2:8])[CH:6]=[CH:5][CH:4]=[CH:3][CH:2]=1.[C:9](Cl)(=[O:14])[CH2:10][C:11](Cl)=[O:12]. The catalyst is C1COCC1. The product is [C:1]1([N:7]2[C:11](=[O:12])[CH2:10][C:9](=[O:14])[NH:8]2)[CH:6]=[CH:5][CH:4]=[CH:3][CH:2]=1. The yield is 0.310. (9) The reactants are [CH3:1][C:2]1([CH3:9])[CH2:7][CH2:6][C:5](=O)[CH2:4][CH2:3]1.[OH:10][C:11]1[CH:16]=[CH:15][C:14]([C:17]([C:19]2[CH:28]=[CH:27][C:22]([C:23]([O:25][CH3:26])=[O:24])=[CH:21][CH:20]=2)=O)=[CH:13][CH:12]=1.O.C([O-])([O-])=O.[K+].[K+]. The catalyst is O1CCCC1.[Zn].[Ti](Cl)(Cl)(Cl)Cl. The product is [CH3:26][O:25][C:23](=[O:24])[C:22]1[CH:27]=[CH:28][C:19]([C:17](=[C:5]2[CH2:6][CH2:7][C:2]([CH3:9])([CH3:1])[CH2:3][CH2:4]2)[C:14]2[CH:15]=[CH:16][C:11]([OH:10])=[CH:12][CH:13]=2)=[CH:20][CH:21]=1. The yield is 0.880.